The task is: Predict the product of the given reaction.. This data is from Forward reaction prediction with 1.9M reactions from USPTO patents (1976-2016). (1) Given the reactants [F:1][C:2]1[CH:3]=[C:4]2[C:9](=[CH:10][CH:11]=1)[N:8]=[C:7]([CH3:12])[N:6]([C:13]1[C:14]([CH3:19])=[N:15][CH:16]=[CH:17][CH:18]=1)[C:5]2=[O:20].CO[CH:23](OC)[N:24]([CH3:26])[CH3:25], predict the reaction product. The product is: [F:1][C:2]1[CH:3]=[C:4]2[C:9](=[CH:10][CH:11]=1)[N:8]=[C:7]([CH:12]=[CH:23][N:24]([CH3:26])[CH3:25])[N:6]([C:13]1[C:14]([CH3:19])=[N:15][CH:16]=[CH:17][CH:18]=1)[C:5]2=[O:20]. (2) Given the reactants I[C:2]1[CH:3]=[N:4][N:5]2[CH2:10][CH2:9][N:8]([C:11]([O:13][C:14]([CH3:17])([CH3:16])[CH3:15])=[O:12])[CH2:7][C:6]=12.[CH3:18][O:19][CH2:20][CH:21]1[CH2:25][CH2:24][NH:23][CH2:22]1.N1CCC[C@H]1C(O)=O.C([O-])([O-])=O.[K+].[K+], predict the reaction product. The product is: [CH3:18][O:19][CH2:20][CH:21]1[CH2:25][CH2:24][N:23]([C:2]2[CH:3]=[N:4][N:5]3[CH2:10][CH2:9][N:8]([C:11]([O:13][C:14]([CH3:17])([CH3:16])[CH3:15])=[O:12])[CH2:7][C:6]=23)[CH2:22]1. (3) Given the reactants C[O:2][C:3]1[CH:8]=[C:7]([O:9]C)[CH:6]=[CH:5][C:4]=1[C:11]1[C:20](=[O:21])[C:19]2[C:14](=[CH:15][C:16]([O:24][CH3:25])=[CH:17][C:18]=2[O:22]C)[O:13][CH:12]=1.B(Br)(Br)Br, predict the reaction product. The product is: [OH:2][C:3]1[CH:8]=[C:7]([OH:9])[CH:6]=[CH:5][C:4]=1[C:11]1[C:20](=[O:21])[C:19]2[C:14](=[CH:15][C:16]([O:24][CH3:25])=[CH:17][C:18]=2[OH:22])[O:13][CH:12]=1. (4) Given the reactants [Cl:1][C:2]1[CH:3]=[C:4]([NH:9][C:10]2[C:19]3[C:14](=[C:15]([C:23]([F:26])([F:25])[F:24])[CH:16]=[C:17]([N+:20]([O-])=O)[CH:18]=3)[N:13]=[CH:12][C:11]=2[C:27]#[N:28])[CH:5]=[CH:6][C:7]=1[F:8].O.O.[Sn](Cl)(Cl)(Cl)Cl.[N+](C1C=CC2C(=CC=CC=2)N=1)([O-])=O.C([O-])(O)=O.[Na+], predict the reaction product. The product is: [NH2:20][C:17]1[CH:18]=[C:19]2[C:14](=[C:15]([C:23]([F:24])([F:25])[F:26])[CH:16]=1)[N:13]=[CH:12][C:11]([C:27]#[N:28])=[C:10]2[NH:9][C:4]1[CH:5]=[CH:6][C:7]([F:8])=[C:2]([Cl:1])[CH:3]=1. (5) Given the reactants [F:1][C:2]1[CH:24]=[CH:23][C:5]([CH2:6][C:7]2[C:20](=[O:21])[N:19]([CH3:22])[C:10]3[N:11]=[C:12](S(C)(=O)=O)[N:13]=[CH:14][C:9]=3[CH:8]=2)=[CH:4][CH:3]=1.[NH2:25][C:26]1[CH:31]=[CH:30][CH:29]=[CH:28][CH:27]=1.CO, predict the reaction product. The product is: [NH:25]([C:12]1[N:13]=[CH:14][C:9]2[CH:8]=[C:7]([CH2:6][C:5]3[CH:23]=[CH:24][C:2]([F:1])=[CH:3][CH:4]=3)[C:20](=[O:21])[N:19]([CH3:22])[C:10]=2[N:11]=1)[C:26]1[CH:31]=[CH:30][CH:29]=[CH:28][CH:27]=1. (6) Given the reactants Cl[C:2]1[CH:3]=[CH:4][C:5]2[C:6](=[O:28])[N:7]([C:16]3[C:21]([CH:22]([CH3:24])[CH3:23])=[CH:20][CH:19]=[CH:18][C:17]=3[CH:25]([CH3:27])[CH3:26])[C:8](=[O:15])[C:9]3[C:14]=2[C:13]=1[CH:12]=[CH:11][CH:10]=3.[CH3:29][O:30][C:31]1[CH:36]=[CH:35][C:34]([OH:37])=[C:33]([N+:38]([O-:40])=[O:39])[CH:32]=1.C([O-])([O-])=O.[K+].[K+].Cl, predict the reaction product. The product is: [CH:25]([C:17]1[CH:18]=[CH:19][CH:20]=[C:21]([CH:22]([CH3:24])[CH3:23])[C:16]=1[N:7]1[C:6](=[O:28])[C:11]2[CH:12]=[CH:13][C:2]([O:37][C:34]3[CH:35]=[CH:36][C:31]([O:30][CH3:29])=[CH:32][C:33]=3[N+:38]([O-:40])=[O:39])=[C:3]3[C:10]=2[C:9](=[CH:14][CH:5]=[CH:4]3)[C:8]1=[O:15])([CH3:27])[CH3:26]. (7) Given the reactants [CH2:1]([O:3][C:4]([C:6]1[C:15]2[C:10](=[CH:11][CH:12]=[CH:13][CH:14]=2)[CH:9]=[N:8][CH:7]=1)=[O:5])[CH3:2], predict the reaction product. The product is: [CH2:1]([O:3][C:4]([C@H:6]1[C@@H:15]2[C@@H:10]([CH2:11][CH2:12][CH2:13][CH2:14]2)[CH2:9][NH:8][CH2:7]1)=[O:5])[CH3:2].